Dataset: Full USPTO retrosynthesis dataset with 1.9M reactions from patents (1976-2016). Task: Predict the reactants needed to synthesize the given product. Given the product [Br-:28].[CH2:21]([N+:1]1[CH:2]=[CH:3][C:4]([O:7][CH:8]2[CH2:13][CH2:12][N:11]([C:14]([O:16][C:17]([CH3:20])([CH3:19])[CH3:18])=[O:15])[CH2:10][CH2:9]2)=[CH:5][CH:6]=1)[C:22]1[CH:27]=[CH:26][CH:25]=[CH:24][CH:23]=1, predict the reactants needed to synthesize it. The reactants are: [N:1]1[CH:6]=[CH:5][C:4]([O:7][CH:8]2[CH2:13][CH2:12][N:11]([C:14]([O:16][C:17]([CH3:20])([CH3:19])[CH3:18])=[O:15])[CH2:10][CH2:9]2)=[CH:3][CH:2]=1.[CH2:21]([Br:28])[C:22]1[CH:27]=[CH:26][CH:25]=[CH:24][CH:23]=1.